This data is from Full USPTO retrosynthesis dataset with 1.9M reactions from patents (1976-2016). The task is: Predict the reactants needed to synthesize the given product. (1) Given the product [C:8]([O:7][C:6](=[O:12])[NH:5][CH2:1][CH2:2][C:3]#[C:4][Br:13])([CH3:9])([CH3:11])[CH3:10], predict the reactants needed to synthesize it. The reactants are: [CH2:1]([NH:5][C:6](=[O:12])[O:7][C:8]([CH3:11])([CH3:10])[CH3:9])[CH2:2][C:3]#[CH:4].[Br:13]N1C(=O)CCC1=O. (2) Given the product [C:1]([O:5][C:6](=[O:33])[N:7]([CH:9]1[CH2:14][CH2:13][CH:12]([N:15]([C:40]([C:39]2[S:38][C:37]3[CH:43]=[CH:44][CH:45]=[CH:46][C:36]=3[C:35]=2[Cl:34])=[O:41])[CH2:16][C:17]2[CH:22]=[C:21]([C:23]3[CH:24]=[C:25]([CH3:30])[N:26]=[C:27]([CH3:29])[CH:28]=3)[CH:20]=[CH:19][C:18]=2[O:31][CH3:32])[CH2:11][CH2:10]1)[CH3:8])([CH3:4])([CH3:3])[CH3:2], predict the reactants needed to synthesize it. The reactants are: [C:1]([O:5][C:6](=[O:33])[N:7]([CH:9]1[CH2:14][CH2:13][CH:12]([NH:15][CH2:16][C:17]2[CH:22]=[C:21]([C:23]3[CH:28]=[C:27]([CH3:29])[N:26]=[C:25]([CH3:30])[CH:24]=3)[CH:20]=[CH:19][C:18]=2[O:31][CH3:32])[CH2:11][CH2:10]1)[CH3:8])([CH3:4])([CH3:3])[CH3:2].[Cl:34][C:35]1[C:36]2[CH:46]=[CH:45][CH:44]=[CH:43][C:37]=2[S:38][C:39]=1[C:40](Cl)=[O:41]. (3) Given the product [OH:21][C:22]1[CH:27]=[C:26]([C:13]2[CH:14]=[CH:15][C:10]([N:8]3[CH:9]=[C:5]([NH:4][C:2]([NH2:1])=[O:3])[C:6]([C:18]([NH2:20])=[O:19])=[N:7]3)=[CH:11][C:12]=2[CH3:17])[CH:25]=[CH:24][CH:23]=1, predict the reactants needed to synthesize it. The reactants are: [NH2:1][C:2]([NH:4][C:5]1[C:6]([C:18]([NH2:20])=[O:19])=[N:7][N:8]([C:10]2[CH:15]=[CH:14][C:13](I)=[C:12]([CH3:17])[CH:11]=2)[CH:9]=1)=[O:3].[OH:21][C:22]1[CH:23]=[C:24](B(O)O)[CH:25]=[CH:26][CH:27]=1.C([O-])([O-])=O.[Cs+].[Cs+]. (4) The reactants are: Cl[CH2:2][C:3]1[S:4][C:5]2[C:10]([N:11]=1)=[CH:9][CH:8]=[CH:7][N:6]=2.[Cl:12][C:13]1[CH:18]=[CH:17][CH:16]=[CH:15][C:14]=1[N:19]1[CH2:24][CH2:23][NH:22][CH2:21][CH2:20]1.CC(=O)OCC. Given the product [Cl:12][C:13]1[CH:18]=[CH:17][CH:16]=[CH:15][C:14]=1[N:19]1[CH2:24][CH2:23][N:22]([CH2:2][C:3]2[S:4][C:5]3[C:10]([N:11]=2)=[CH:9][CH:8]=[CH:7][N:6]=3)[CH2:21][CH2:20]1, predict the reactants needed to synthesize it. (5) Given the product [NH3:4].[CH3:43][OH:45].[CH:21]1([C:24]2[CH:25]=[C:26]([NH:36][C:3]3[N:8]=[C:7]([NH:9][CH:10]4[CH2:15][C:14]([CH3:17])([CH3:16])[NH:13][C:12]([CH3:19])([CH3:18])[CH2:11]4)[C:6]([F:20])=[CH:5][N:4]=3)[CH:27]=[C:28]([N:31]3[CH:35]=[N:34][N:33]=[N:32]3)[C:29]=2[F:30])[CH2:23][CH2:22]1, predict the reactants needed to synthesize it. The reactants are: Cl.Cl[C:3]1[N:8]=[C:7]([NH:9][CH:10]2[CH2:15][C:14]([CH3:17])([CH3:16])[NH:13][C:12]([CH3:19])([CH3:18])[CH2:11]2)[C:6]([F:20])=[CH:5][N:4]=1.[CH:21]1([C:24]2[CH:25]=[C:26]([NH2:36])[CH:27]=[C:28]([N:31]3[CH:35]=[N:34][N:33]=[N:32]3)[C:29]=2[F:30])[CH2:23][CH2:22]1.N1C=NN=N1.C[CH:43]([OH:45])C.